From a dataset of NCI-60 drug combinations with 297,098 pairs across 59 cell lines. Regression. Given two drug SMILES strings and cell line genomic features, predict the synergy score measuring deviation from expected non-interaction effect. (1) Drug 1: CN1CCC(CC1)COC2=C(C=C3C(=C2)N=CN=C3NC4=C(C=C(C=C4)Br)F)OC. Drug 2: C1=CC(=CC=C1CCCC(=O)O)N(CCCl)CCCl. Cell line: MDA-MB-231. Synergy scores: CSS=30.1, Synergy_ZIP=-2.50, Synergy_Bliss=-1.79, Synergy_Loewe=2.20, Synergy_HSA=2.47. (2) Drug 1: CC1C(C(CC(O1)OC2CC(CC3=C2C(=C4C(=C3O)C(=O)C5=C(C4=O)C(=CC=C5)OC)O)(C(=O)CO)O)N)O.Cl. Drug 2: CC(C)NC(=O)C1=CC=C(C=C1)CNNC.Cl. Cell line: SR. Synergy scores: CSS=40.7, Synergy_ZIP=4.63, Synergy_Bliss=13.1, Synergy_Loewe=2.57, Synergy_HSA=8.42. (3) Drug 1: C1=CN(C=N1)CC(O)(P(=O)(O)O)P(=O)(O)O. Drug 2: CC1C(C(CC(O1)OC2CC(CC3=C2C(=C4C(=C3O)C(=O)C5=CC=CC=C5C4=O)O)(C(=O)C)O)N)O. Cell line: MDA-MB-435. Synergy scores: CSS=55.6, Synergy_ZIP=0.796, Synergy_Bliss=1.80, Synergy_Loewe=-50.5, Synergy_HSA=0.757.